This data is from Forward reaction prediction with 1.9M reactions from USPTO patents (1976-2016). The task is: Predict the product of the given reaction. (1) Given the reactants [CH3:1][N:2]([CH3:16])[C:3]([C:5]1[C:14]2[C:9](=[CH:10][CH:11]=[CH:12][CH:13]=2)[N:8]=[C:7]([Cl:15])[CH:6]=1)=[O:4].[NH2:17][CH2:18][CH2:19][CH2:20][NH:21]C(=O)OC(C)(C)C.C(N(CC)CC)C, predict the reaction product. The product is: [ClH:15].[ClH:15].[CH3:1][N:2]([CH3:16])[C:3]([C:5]1[C:14]2[C:9](=[CH:10][CH:11]=[CH:12][CH:13]=2)[N:8]=[C:7]([NH:17][CH2:18][CH2:19][CH2:20][NH2:21])[CH:6]=1)=[O:4]. (2) Given the reactants Br[C:2]1[CH:7]=[CH:6][C:5]([Br:8])=[CH:4][N:3]=1.[CH:9]1([CH2:14][OH:15])[CH2:13][CH2:12][CH2:11][CH2:10]1, predict the reaction product. The product is: [CH:9]1([CH2:14][O:15][C:2]2[CH:7]=[CH:6][C:5]([Br:8])=[CH:4][N:3]=2)[CH2:13][CH2:12][CH2:11][CH2:10]1. (3) Given the reactants C[O-].[Na+].C(O[C:7](=[O:19])[CH:8]([O:16][CH2:17][CH3:18])[C:9](=O)[C:10]([O:12][CH2:13]C)=[O:11])C.Cl.[Cl:21][C:22]1[CH:30]=[CH:29][C:25]([C:26]([NH2:28])=[NH:27])=[C:24]([F:31])[C:23]=1[O:32][CH3:33].Cl, predict the reaction product. The product is: [CH3:13][O:12][C:10]([C:9]1[C:8]([O:16][CH2:17][CH3:18])=[C:7]([OH:19])[N:27]=[C:26]([C:25]2[CH:29]=[CH:30][C:22]([Cl:21])=[C:23]([O:32][CH3:33])[C:24]=2[F:31])[N:28]=1)=[O:11]. (4) Given the reactants [C:1]([Si:5]([CH3:29])([CH3:28])[O:6][C:7]1[CH:8]=[C:9]([CH:15]([OH:27])[C:16]2[CH:17]=[CH:18][C:19]([Cl:26])=[C:20]([S:22]([NH2:25])(=[O:24])=[O:23])[CH:21]=2)[CH:10]=[CH:11][C:12]=1[O:13][CH3:14])([CH3:4])([CH3:3])[CH3:2].CC(C)=O.OS(O)(=O)=O.O=[Cr](=O)=O, predict the reaction product. The product is: [C:1]([Si:5]([CH3:29])([CH3:28])[O:6][C:7]1[CH:8]=[C:9]([CH:10]=[CH:11][C:12]=1[O:13][CH3:14])[C:15]([C:16]1[CH:17]=[CH:18][C:19]([Cl:26])=[C:20]([S:22]([NH2:25])(=[O:23])=[O:24])[CH:21]=1)=[O:27])([CH3:4])([CH3:3])[CH3:2]. (5) Given the reactants [CH2:1]([NH:3][C:4](=[O:18])[NH:5][NH:6][C:7](=O)[C:8]1[CH:13]=[CH:12][CH:11]=[CH:10][C:9]=1[N+:14]([O-:16])=[O:15])[CH3:2].C(N(CC)CC)C, predict the reaction product. The product is: [CH2:1]([NH:3][C:4]1[O:18][C:7]([C:8]2[CH:13]=[CH:12][CH:11]=[CH:10][C:9]=2[N+:14]([O-:16])=[O:15])=[N:6][N:5]=1)[CH3:2]. (6) The product is: [C:1]([O:9][CH:10]1[C:18]2[C:13](=[CH:14][CH:15]=[CH:16][CH:17]=2)[N:12]([CH2:19][CH2:20][CH2:21][CH3:23])[C:11]1=[O:22])(=[O:8])[C:2]1[CH:3]=[CH:4][CH:5]=[CH:6][CH:7]=1. Given the reactants [C:1]([O:9][CH:10]1[C:18]2[C:13](=[CH:14][CH:15]=[CH:16][CH:17]=2)[N:12]([CH2:19][CH2:20][CH3:21])[C:11]1=[O:22])(=[O:8])[C:2]1[CH:7]=[CH:6][CH:5]=[CH:4][CH:3]=1.[CH2:23](N1C2C(=CC=CC=2)C(=O)C1=O)CCC, predict the reaction product. (7) Given the reactants [Cl:1][C:2]1[N:7]=[C:6]([C:8]2[C:9]([C:13]3[CH:18]=[C:17]([CH3:19])[CH:16]=[C:15]([O:20][CH3:21])[CH:14]=3)=[N:10][NH:11][CH:12]=2)[CH:5]=[C:4]([NH:22][CH2:23][C@@H:24]([OH:26])[CH3:25])[N:3]=1.C(=O)([O-])[O-].[K+].[K+].I[CH2:34][C:35]#[N:36], predict the reaction product. The product is: [Cl:1][C:2]1[N:7]=[C:6]([C:8]2[C:9]([C:13]3[CH:18]=[C:17]([CH3:19])[CH:16]=[C:15]([O:20][CH3:21])[CH:14]=3)=[N:10][N:11]([CH2:34][C:35]#[N:36])[CH:12]=2)[CH:5]=[C:4]([NH:22][CH2:23][C@@H:24]([OH:26])[CH3:25])[N:3]=1.